Dataset: Forward reaction prediction with 1.9M reactions from USPTO patents (1976-2016). Task: Predict the product of the given reaction. (1) Given the reactants [CH:1]1([CH2:4][O:5][C:6]2[CH:28]=[CH:27][C:9]3[N:10]=[C:11]([C:13]4[N:17]([CH3:18])[N:16]=[C:15]([O:19][CH2:20][C@@H:21]([NH:23][C:24](=[O:26])[CH3:25])[CH3:22])[CH:14]=4)[O:12][C:8]=3[CH:7]=2)[CH2:3][CH2:2]1.[B-](F)(F)(F)[F:30].[B-](F)(F)(F)F.C1[N+]2(CCl)CC[N+](F)(CC2)C1.C(#N)C, predict the reaction product. The product is: [CH:1]1([CH2:4][O:5][C:6]2[CH:28]=[CH:27][C:9]3[N:10]=[C:11]([C:13]4[N:17]([CH3:18])[N:16]=[C:15]([O:19][CH2:20][C@@H:21]([NH:23][C:24](=[O:26])[CH3:25])[CH3:22])[C:14]=4[F:30])[O:12][C:8]=3[CH:7]=2)[CH2:3][CH2:2]1. (2) Given the reactants [CH2:1](O[C@H]1[C@H](OCCCCCCCC/C=C\CCCCCC)CN(C)C1)CCCCCCC/C=C\CCCCCC.[CH2:41]([O:59][C@H:60]1[C@H:64]([O:65][CH2:66][CH2:67][CH2:68][CH2:69][CH2:70]/[CH:71]=[CH:72]\[CH2:73][CH2:74][CH2:75][CH2:76][CH2:77][CH2:78][CH2:79][CH2:80][CH2:81][CH2:82][CH3:83])[CH2:63][NH:62][CH2:61]1)[CH2:42][CH2:43][CH2:44][CH2:45]/[CH:46]=[CH:47]\[CH2:48][CH2:49][CH2:50][CH2:51][CH2:52][CH2:53][CH2:54][CH2:55][CH2:56][CH2:57][CH3:58], predict the reaction product. The product is: [CH3:1][N:62]1[CH2:63][C@@H:64]([O:65][CH2:66][CH2:67][CH2:68][CH2:69][CH2:70]/[CH:71]=[CH:72]\[CH2:73][CH2:74][CH2:75][CH2:76][CH2:77][CH2:78][CH2:79][CH2:80][CH2:81][CH2:82][CH3:83])[C@H:60]([O:59][CH2:41][CH2:42][CH2:43][CH2:44][CH2:45]/[CH:46]=[CH:47]\[CH2:48][CH2:49][CH2:50][CH2:51][CH2:52][CH2:53][CH2:54][CH2:55][CH2:56][CH2:57][CH3:58])[CH2:61]1. (3) The product is: [N:1]1([C:6]2[CH:7]=[CH:8][C:9]([CH2:10][C:11]3[C:12]([O:23][CH3:24])=[CH:13][C:14]([CH:21]=[O:29])=[C:15]([CH:20]=3)[C:16]([O:18][CH3:19])=[O:17])=[CH:25][CH:26]=2)[CH:5]=[CH:4][CH:3]=[N:2]1. Given the reactants [N:1]1([C:6]2[CH:26]=[CH:25][C:9]([CH2:10][C:11]3[C:12]([O:23][CH3:24])=[CH:13][C:14]([CH:21]=C)=[C:15]([CH:20]=3)[C:16]([O:18][CH3:19])=[O:17])=[CH:8][CH:7]=2)[CH:5]=[CH:4][CH:3]=[N:2]1.CC(C)=[O:29].C(#N)C.I([O-])(=O)(=O)=O.[Na+], predict the reaction product. (4) Given the reactants [C:1]([O:5]C(NC(C(CC)(O)CC)C(O)=O)=O)(C)(C)C.C1C=C[C:22]2[N:27](O)[N:26]=[N:25][C:23]=2[CH:24]=1.[CH3:29][CH2:30][N:31]=C=NCCCN(C)C.C([N:42]([CH2:45][CH3:46])[CH2:43][CH3:44])C, predict the reaction product. The product is: [CH3:29][C:30]1[N:25]2[C:1](=[O:5])[N:27]([N:26]3[CH2:44][CH2:43][NH:42][CH2:45][CH2:46]3)[CH2:22][C:23]2=[CH:24][N:31]=1. (5) The product is: [F:1][C:2]([F:11])([F:12])[O:3][C:4]1[CH:5]=[C:6]([CH:7]=[CH:8][CH:9]=1)[O:10][CH2:14][CH2:15][CH2:16][OH:17]. Given the reactants [F:1][C:2]([F:12])([F:11])[O:3][C:4]1[CH:5]=[C:6]([OH:10])[CH:7]=[CH:8][CH:9]=1.Br[CH2:14][CH2:15][CH2:16][OH:17].C(=O)([O-])[O-].[K+].[K+], predict the reaction product. (6) Given the reactants [C:1]([N:8]1[CH2:13][CH2:12][CH2:11][CH2:10][C@H:9]1[CH2:14][CH2:15][OH:16])([O:3][C:4]([CH3:7])([CH3:6])[CH3:5])=[O:2].[CH:17]1[CH:18]=[CH:19][C:20]([CH2:23][C:24]2[CH:25]=[CH:26][C:27](O)=[CH:28][CH:29]=2)=[CH:21][CH:22]=1.C1(P(C2C=CC=CC=2)C2C=CC=CC=2)C=CC=CC=1.N(C(OC(C)C)=O)=NC(OC(C)C)=O, predict the reaction product. The product is: [C:4]([O:3][C:1]([N:8]1[CH2:13][CH2:12][CH2:11][CH2:10][C@H:9]1[CH2:14][CH2:15][O:16][C:27]1[CH:26]=[CH:25][C:24]([CH2:23][C:20]2[CH:21]=[CH:22][CH:17]=[CH:18][CH:19]=2)=[CH:29][CH:28]=1)=[O:2])([CH3:7])([CH3:6])[CH3:5].